Dataset: Forward reaction prediction with 1.9M reactions from USPTO patents (1976-2016). Task: Predict the product of the given reaction. (1) Given the reactants N1CCC(C2C3C(=C(C(N)=O)C=C(C4SC=CC=4)C=3)NC=2)CC1.[NH2:24][C:25]([C:27]1[CH:28]=[C:29]([C:49]2[CH:53]=[CH:52][S:51][CH:50]=2)[CH:30]=[C:31]2[C:35]=1[NH:34][CH:33]=[C:32]2[CH:36]1[CH2:41][CH2:40][N:39](C(OC(C)(C)C)=O)[CH2:38][CH2:37]1)=[O:26].Cl, predict the reaction product. The product is: [NH:39]1[CH2:40][CH2:41][CH:36]([C:32]2[C:31]3[C:35](=[C:27]([C:25]([NH2:24])=[O:26])[CH:28]=[C:29]([C:49]4[CH:53]=[CH:52][S:51][CH:50]=4)[CH:30]=3)[NH:34][CH:33]=2)[CH2:37][CH2:38]1. (2) Given the reactants [CH2:1](N(CC)CC)[CH3:2].[F:8][C:9]1[CH:14]=[CH:13][C:12]([SH:15])=[CH:11][CH:10]=1.ICC, predict the reaction product. The product is: [CH2:1]([S:15][C:12]1[CH:13]=[CH:14][C:9]([F:8])=[CH:10][CH:11]=1)[CH3:2]. (3) Given the reactants [CH3:1][C@@H:2]([CH2:6][CH:7]=[CH2:8])[C:3](O)=[O:4].[NH2:9][CH2:10][C@@H:11]1[CH2:15][CH2:14][CH2:13][N:12]1[C:16]([C@@H:18]([CH2:27][CH:28]=[CH2:29])[CH2:19][C:20]([O:22][C:23]([CH3:26])([CH3:25])[CH3:24])=[O:21])=[O:17], predict the reaction product. The product is: [CH3:1][C@@H:2]([CH2:6][CH:7]=[CH2:8])[C:3]([NH:9][CH2:10][C@@H:11]1[CH2:15][CH2:14][CH2:13][N:12]1[C:16]([C@@H:18]([CH2:27][CH:28]=[CH2:29])[CH2:19][C:20]([O:22][C:23]([CH3:24])([CH3:25])[CH3:26])=[O:21])=[O:17])=[O:4]. (4) Given the reactants [F:1][CH:2]1[CH:7]([N:8]2[CH2:14][CH2:13][C:12]3[CH:15]=[C:16]([O:19][CH3:20])[CH:17]=[CH:18][C:11]=3[NH:10][C:9]2=[O:21])[CH2:6][CH2:5][NH:4][CH2:3]1.Cl[C:23]1[N:28]=[C:27]([CH3:29])[N:26]=[C:25]([C:30]([C:32]2[CH:42]=[C:41]([CH3:43])[C:35]3[N:36]([CH3:40])[C:37](=[O:39])[O:38][C:34]=3[CH:33]=2)=[O:31])[CH:24]=1.CCN(C(C)C)C(C)C, predict the reaction product. The product is: [CH3:40][N:36]1[C:35]2[C:41]([CH3:43])=[CH:42][C:32]([C:30]([C:25]3[N:26]=[C:27]([CH3:29])[N:28]=[C:23]([N:4]4[CH2:5][CH2:6][CH:7]([N:8]5[CH2:14][CH2:13][C:12]6[CH:15]=[C:16]([O:19][CH3:20])[CH:17]=[CH:18][C:11]=6[NH:10][C:9]5=[O:21])[CH:2]([F:1])[CH2:3]4)[CH:24]=3)=[O:31])=[CH:33][C:34]=2[O:38][C:37]1=[O:39]. (5) Given the reactants C[O:2][C:3](=[O:30])[C:4]1[CH:9]=[CH:8][C:7]([CH2:10][NH:11][C:12]2[N:13]([CH2:27][CH2:28][CH3:29])[C:14](=[O:26])[C:15]3[NH:16][C:17]([CH:21]4[CH2:25][CH2:24][CH2:23][CH2:22]4)=[N:18][C:19]=3[N:20]=2)=[CH:6][CH:5]=1.[OH-].[Na+], predict the reaction product. The product is: [CH:21]1([C:17]2[NH:16][C:15]3[C:14](=[O:26])[N:13]([CH2:27][CH2:28][CH3:29])[C:12]([NH:11][CH2:10][C:7]4[CH:8]=[CH:9][C:4]([C:3]([OH:30])=[O:2])=[CH:5][CH:6]=4)=[N:20][C:19]=3[N:18]=2)[CH2:25][CH2:24][CH2:23][CH2:22]1.